From a dataset of Forward reaction prediction with 1.9M reactions from USPTO patents (1976-2016). Predict the product of the given reaction. (1) Given the reactants [Br:1][C:2]1[C:3](N)=[N:4][CH:5]=[N:6][C:7]=1[N:8]1[CH2:13][CH2:12][CH:11]([C:14]2[NH:15][CH:16]=[C:17]([C:19]3[CH:24]=[CH:23][CH:22]=[C:21]([C:25]([F:28])([F:27])[F:26])[CH:20]=3)[N:18]=2)[CH2:10][CH2:9]1.BrC1C(Cl)=NC=NC=1, predict the reaction product. The product is: [Br:1][C:2]1[C:7]([N:8]2[CH2:9][CH2:10][CH:11]([C:14]3[NH:15][CH:16]=[C:17]([C:19]4[CH:24]=[CH:23][CH:22]=[C:21]([C:25]([F:27])([F:26])[F:28])[CH:20]=4)[N:18]=3)[CH2:12][CH2:13]2)=[N:6][CH:5]=[N:4][CH:3]=1. (2) Given the reactants [F:1][C:2]1([F:27])[CH2:6][CH2:5][C@@H:4]([C@@:7]([OH:26])([C:19]2[CH:24]=[CH:23][C:22]([Cl:25])=[CH:21][CH:20]=2)[C:8]([O:10][CH:11]2[CH2:16][CH2:15][N:14]([CH2:17][CH3:18])[CH2:13][CH2:12]2)=[O:9])[CH2:3]1.[CH2:28]([I:30])[CH3:29], predict the reaction product. The product is: [I-:30].[F:27][C:2]1([F:1])[CH2:6][CH2:5][C@@H:4]([C@@:7]([OH:26])([C:19]2[CH:20]=[CH:21][C:22]([Cl:25])=[CH:23][CH:24]=2)[C:8]([O:10][CH:11]2[CH2:16][CH2:15][N+:14]([CH2:28][CH3:29])([CH2:17][CH3:18])[CH2:13][CH2:12]2)=[O:9])[CH2:3]1. (3) The product is: [CH2:31]([S:35]([N:25]1[C:24]2[N:19]3[N:18]=[C:17]([CH3:29])[C:16]([C:9]4[C:8]([CH3:30])=[CH:13][C:12]([CH3:14])=[CH:11][C:10]=4[CH3:15])=[C:20]3[N:21]=[C:22]([CH3:28])[C:23]=2[CH2:27][CH2:26]1)(=[O:37])=[O:36])[CH2:32][CH2:33][CH3:34]. Given the reactants C(N(CC)CC)C.[C:8]1([CH3:30])[CH:13]=[C:12]([CH3:14])[CH:11]=[C:10]([CH3:15])[C:9]=1[C:16]1[C:17]([CH3:29])=[N:18][N:19]2[C:24]3[NH:25][CH2:26][CH2:27][C:23]=3[C:22]([CH3:28])=[N:21][C:20]=12.[CH2:31]([S:35](Cl)(=[O:37])=[O:36])[CH2:32][CH2:33][CH3:34].O, predict the reaction product. (4) Given the reactants [CH3:1][S:2]([NH2:5])(=[O:4])=[O:3].CCN=C=NCCCN(C)C.[C:17]([CH2:20][N:21]1[C:30]2[C:25](=[CH:26][CH:27]=[CH:28][CH:29]=2)[CH2:24][CH:23]([NH:31][C:32]([C:34]2[NH:38][C:37]3[S:39][C:40]([Cl:42])=[CH:41][C:36]=3[CH:35]=2)=[O:33])[C:22]1=[O:43])(O)=[O:18], predict the reaction product. The product is: [Cl:42][C:40]1[S:39][C:37]2[NH:38][C:34]([C:32]([NH:31][CH:23]3[CH2:24][C:25]4[C:30](=[CH:29][CH:28]=[CH:27][CH:26]=4)[N:21]([CH2:20][C:17]([NH:5][S:2]([CH3:1])(=[O:4])=[O:3])=[O:18])[C:22]3=[O:43])=[O:33])=[CH:35][C:36]=2[CH:41]=1. (5) Given the reactants [C:1]12([CH2:11][CH2:12][O:13][C:14]3[CH:15]=[C:16]([CH2:20][CH2:21][NH:22]C(=O)OC(C)(C)C)[CH:17]=[CH:18][CH:19]=3)[CH2:10][CH:5]3[CH2:6][CH:7]([CH2:9][CH:3]([CH2:4]3)[CH2:2]1)[CH2:8]2.Cl, predict the reaction product. The product is: [C:1]12([CH2:11][CH2:12][O:13][C:14]3[CH:15]=[C:16]([CH2:20][CH2:21][NH2:22])[CH:17]=[CH:18][CH:19]=3)[CH2:10][CH:5]3[CH2:6][CH:7]([CH2:9][CH:3]([CH2:4]3)[CH2:2]1)[CH2:8]2.